From a dataset of Reaction yield outcomes from USPTO patents with 853,638 reactions. Predict the reaction yield, written as a fraction of the theoretical maximum amount of product (1.0 means a 100% yield; for example, 0.34 means a 34% yield). (1) The product is [C:1]([O:9][CH:10]([O:14][C:15]([NH:17][CH2:18][C:19]1([CH2:25][C:26]([O:28][CH3:29])=[O:27])[CH2:24][CH2:23][CH2:22][CH2:21][CH2:20]1)=[O:16])[CH:11]([CH3:12])[CH3:13])(=[O:8])[C:2]1[CH:3]=[CH:4][CH:5]=[CH:6][CH:7]=1. The yield is 0.640. The catalyst is CO. The reactants are [C:1]([O:9][CH:10]([O:14][C:15]([NH:17][CH2:18][C:19]1([CH2:25][C:26]([OH:28])=[O:27])[CH2:24][CH2:23][CH2:22][CH2:21][CH2:20]1)=[O:16])[CH:11]([CH3:13])[CH3:12])(=[O:8])[C:2]1[CH:7]=[CH:6][CH:5]=[CH:4][CH:3]=1.[CH:29]1C=CC=CC=1.C[Si](C=[N+]=[N-])(C)C. (2) The reactants are [CH3:1][O:2][C:3]1[C:4]2[N:12]=[C:11]([N:13]=[C:14](SC)SC)[S:10][C:5]=2[N:6]=[C:7]([CH3:9])[N:8]=1.Cl.Cl.[NH2:21][CH2:22][C@@:23]1([OH:31])[CH:28]2[CH2:29][CH2:30][N:25]([CH2:26][CH2:27]2)[CH2:24]1.C(=O)([O-])[O-].[Cs+].[Cs+].O. The product is [CH3:1][O:2][C:3]1[C:4]2[N:12]=[C:11]([NH:13][C:14]3[O:31][C@:23]4([CH2:22][N:21]=3)[CH:28]3[CH2:29][CH2:30][N:25]([CH2:26][CH2:27]3)[CH2:24]4)[S:10][C:5]=2[N:6]=[C:7]([CH3:9])[N:8]=1. The catalyst is CN(C=O)C. The yield is 0.500.